This data is from Forward reaction prediction with 1.9M reactions from USPTO patents (1976-2016). The task is: Predict the product of the given reaction. (1) Given the reactants [Br:1][C:2]1[CH:12]=[N:11][C:5]2[NH:6][CH2:7][CH2:8][NH:9][CH2:10][C:4]=2[CH:3]=1.[CH3:13][S:14](Cl)(=[O:16])=[O:15], predict the reaction product. The product is: [Br:1][C:2]1[CH:12]=[N:11][C:5]2[NH:6][CH2:7][CH2:8][N:9]([S:14]([CH3:13])(=[O:16])=[O:15])[CH2:10][C:4]=2[CH:3]=1. (2) Given the reactants [CH2:1]([O:3][C:4]([C:6]1[S:7][CH:8]=[C:9]([C:11](O)=[O:12])[N:10]=1)=[O:5])[CH3:2].C1COCC1, predict the reaction product. The product is: [OH:12][CH2:11][C:9]1[N:10]=[C:6]([C:4]([O:3][CH2:1][CH3:2])=[O:5])[S:7][CH:8]=1.